From a dataset of Peptide-MHC class I binding affinity with 185,985 pairs from IEDB/IMGT. Regression. Given a peptide amino acid sequence and an MHC pseudo amino acid sequence, predict their binding affinity value. This is MHC class I binding data. (1) The peptide sequence is YIAVNDKALY. The MHC is HLA-A01:01 with pseudo-sequence HLA-A01:01. The binding affinity (normalized) is 0.763. (2) The peptide sequence is ATVKNVVLR. The MHC is HLA-A33:01 with pseudo-sequence HLA-A33:01. The binding affinity (normalized) is 0.170. (3) The peptide sequence is MPASWVMRI. The MHC is HLA-A01:01 with pseudo-sequence HLA-A01:01. The binding affinity (normalized) is 0.0847.